This data is from Forward reaction prediction with 1.9M reactions from USPTO patents (1976-2016). The task is: Predict the product of the given reaction. (1) Given the reactants [Cl:1][C:2]1[N:10]=[CH:9][C:8]([Cl:11])=[CH:7][C:3]=1[C:4]([OH:6])=O.Cl.[NH2:13][C@H:14]([C:16]1[CH:25]=[CH:24][C:19]([C:20]([O:22][CH3:23])=[O:21])=[CH:18][CH:17]=1)[CH3:15].C(N1C=CN=C1)(N1C=CN=C1)=O.O, predict the reaction product. The product is: [Cl:1][C:2]1[C:3]([C:4]([NH:13][C@H:14]([C:16]2[CH:25]=[CH:24][C:19]([C:20]([O:22][CH3:23])=[O:21])=[CH:18][CH:17]=2)[CH3:15])=[O:6])=[CH:7][C:8]([Cl:11])=[CH:9][N:10]=1. (2) Given the reactants C([Li])CCC.C(NC(C)C)(C)C.C([N-]C(C)C)(C)C.[Li+].[O:21]=[C:22]1[CH2:29][CH:28]2[CH2:30][CH:24]([CH2:25][N:26]([C:31]([O:33][CH2:34][CH3:35])=[O:32])[CH2:27]2)[CH2:23]1.[F:36][C:37]([F:57])([F:56])[S:38](N(C1C=CC(Cl)=CN=1)[S:38]([C:37]([F:57])([F:56])[F:36])(=[O:40])=[O:39])(=[O:40])=[O:39], predict the reaction product. The product is: [F:36][C:37]([F:57])([F:56])[S:38]([O:21][C:22]1[CH2:23][CH:24]2[CH2:30][CH:28]([CH2:27][N:26]([C:31]([O:33][CH2:34][CH3:35])=[O:32])[CH2:25]2)[CH:29]=1)(=[O:40])=[O:39]. (3) Given the reactants [NH2:1][C@H:2]([CH2:18][C:19]1[CH:24]=[CH:23][C:22]([CH2:25][CH3:26])=[C:21]([CH2:27][CH3:28])[CH:20]=1)[C:3]([N:5]1[CH2:10][CH2:9][CH:8]([N:11]2[CH2:16][CH2:15][N:14]([CH3:17])[CH2:13][CH2:12]2)[CH2:7][CH2:6]1)=[O:4].[NH:29]1[CH2:34][CH2:33][CH:32]([N:35]2[CH2:41][CH2:40][C:39]3[CH:42]=[CH:43][CH:44]=[CH:45][C:38]=3[NH:37][C:36]2=[O:46])[CH2:31][CH2:30]1.C1C[O:50][CH2:49]C1, predict the reaction product. The product is: [CH2:27]([C:21]1[CH:20]=[C:19]([CH:24]=[CH:23][C:22]=1[CH2:25][CH3:26])[CH2:18][C@@H:2]([NH:1][C:49]([N:29]1[CH2:30][CH2:31][CH:32]([N:35]2[CH2:41][CH2:40][C:39]3[CH:42]=[CH:43][CH:44]=[CH:45][C:38]=3[NH:37][C:36]2=[O:46])[CH2:33][CH2:34]1)=[O:50])[C:3]([N:5]1[CH2:10][CH2:9][CH:8]([N:11]2[CH2:12][CH2:13][N:14]([CH3:17])[CH2:15][CH2:16]2)[CH2:7][CH2:6]1)=[O:4])[CH3:28].